This data is from Full USPTO retrosynthesis dataset with 1.9M reactions from patents (1976-2016). The task is: Predict the reactants needed to synthesize the given product. (1) Given the product [C:1]1([S:7]([N:10]2[C:14]3[CH:15]=[N:16][C:17]([C:26]#[N:27])=[C:18]([O:19][CH:20]4[CH2:25][CH2:24][N:23]([CH2:36][CH2:37][O:38][CH:39]5[CH2:44][CH2:43][CH2:42][CH2:41][O:40]5)[CH2:22][CH2:21]4)[C:13]=3[C:12]3[CH:28]=[C:29]([Br:32])[CH:30]=[N:31][C:11]2=3)(=[O:8])=[O:9])[CH:2]=[CH:3][CH:4]=[CH:5][CH:6]=1, predict the reactants needed to synthesize it. The reactants are: [C:1]1([S:7]([N:10]2[C:14]3[CH:15]=[N:16][C:17]([C:26]#[N:27])=[C:18]([O:19][CH:20]4[CH2:25][CH2:24][NH:23][CH2:22][CH2:21]4)[C:13]=3[C:12]3[CH:28]=[C:29]([Br:32])[CH:30]=[N:31][C:11]2=3)(=[O:9])=[O:8])[CH:6]=[CH:5][CH:4]=[CH:3][CH:2]=1.[I-].[Na+].Br[CH2:36][CH2:37][O:38][CH:39]1[CH2:44][CH2:43][CH2:42][CH2:41][O:40]1. (2) Given the product [CH3:1][O:2][C:3](=[O:24])[C@@H:4]([NH:7][C:8](=[O:23])[C:9]1[CH:14]=[CH:13][C:12]([C:15]#[C:16][C:17]2[CH:18]=[CH:19][CH:20]=[CH:21][CH:22]=2)=[CH:11][CH:10]=1)[CH2:5][NH:6][C:37](=[O:38])[CH2:36][Br:35], predict the reactants needed to synthesize it. The reactants are: [CH3:1][O:2][C:3](=[O:24])[C@@H:4]([NH:7][C:8](=[O:23])[C:9]1[CH:14]=[CH:13][C:12]([C:15]#[C:16][C:17]2[CH:22]=[CH:21][CH:20]=[CH:19][CH:18]=2)=[CH:11][CH:10]=1)[CH2:5][NH2:6].Cl.CCN(C(C)C)C(C)C.[Br:35][CH2:36][C:37](Br)=[O:38]. (3) Given the product [CH2:16]([CH:23]1[CH2:28][CH2:27][N:26]([C:13]([C:8]2[NH:9][C:10]3[C:6]([CH:7]=2)=[CH:5][C:4]([N+:1]([O-:3])=[O:2])=[CH:12][CH:11]=3)=[O:15])[CH2:25][CH2:24]1)[C:17]1[CH:22]=[CH:21][CH:20]=[CH:19][CH:18]=1, predict the reactants needed to synthesize it. The reactants are: [N+:1]([C:4]1[CH:5]=[C:6]2[C:10](=[CH:11][CH:12]=1)[NH:9][C:8]([C:13]([OH:15])=O)=[CH:7]2)([O-:3])=[O:2].[CH2:16]([CH:23]1[CH2:28][CH2:27][NH:26][CH2:25][CH2:24]1)[C:17]1[CH:22]=[CH:21][CH:20]=[CH:19][CH:18]=1. (4) Given the product [CH2:1]([C:3]([C:24]1[CH:29]=[CH:28][C:27]([O:30][CH2:38][C@@H:36]2[O:37][C:33](=[O:32])[CH2:34][CH2:35]2)=[C:26]([CH3:31])[CH:25]=1)([C:6]1[CH:11]=[CH:10][C:9]([CH2:12][CH2:13][CH:14]([OH:22])[C:15]2([CH3:21])[CH2:20][CH2:19][CH2:18][CH2:17][CH2:16]2)=[C:8]([CH3:23])[CH:7]=1)[CH2:4][CH3:5])[CH3:2], predict the reactants needed to synthesize it. The reactants are: [CH2:1]([C:3]([C:24]1[CH:29]=[CH:28][C:27]([OH:30])=[C:26]([CH3:31])[CH:25]=1)([C:6]1[CH:11]=[CH:10][C:9]([CH2:12][CH2:13][CH:14]([OH:22])[C:15]2([CH3:21])[CH2:20][CH2:19][CH2:18][CH2:17][CH2:16]2)=[C:8]([CH3:23])[CH:7]=1)[CH2:4][CH3:5])[CH3:2].[O:32]=[C:33]1[O:37][C@@H:36]([CH2:38]OS(C2C=CC(C)=CC=2)(=O)=O)[CH2:35][CH2:34]1.C([O-])([O-])=O.[K+].[K+].C(OCC)(=O)C. (5) Given the product [Br:1][C:2]1[CH:7]=[N:6][CH:5]=[C:4](/[CH:8]=[CH:22]/[C:12]2[N:11]([CH3:10])[CH:15]=[C:14]([C:16]3[CH:17]=[CH:18][CH:19]=[CH:20][CH:21]=3)[N:13]=2)[N:3]=1, predict the reactants needed to synthesize it. The reactants are: [Br:1][C:2]1[CH:7]=[N:6][CH:5]=[C:4]([CH2:8]Br)[N:3]=1.[CH3:10][N:11]1[CH:15]=[C:14]([C:16]2[CH:21]=[CH:20][CH:19]=[CH:18][CH:17]=2)[N:13]=[C:12]1[CH:22]=O. (6) Given the product [N+:6]([O-:9])([OH:8])=[O:7].[N+:6]([O-:9])([OH:8])=[O:7].[N+:6]([O-:9])([OH:8])=[O:7].[N+:6]([O-:9])([OH:8])=[O:7].[OH:13][CH2:14][CH:15]([CH2:16][OH:17])[OH:18].[OH:13][CH2:14][CH:15]([CH2:16][OH:17])[OH:18], predict the reactants needed to synthesize it. The reactants are: S(=O)(=O)(O)O.[N+:6]([O-:9])([OH:8])=[O:7].C(O)C(O)C[O:13][CH2:14][CH:15]([OH:18])[CH2:16][OH:17]. (7) Given the product [Cl:6][CH2:7][CH2:8][CH2:9][S:10][CH:2]([CH3:5])[C:3]#[N:4], predict the reactants needed to synthesize it. The reactants are: Cl[CH:2]([CH3:5])[C:3]#[N:4].[Cl:6][CH2:7][CH2:8][CH2:9][SH:10].C([O-])([O-])=O.[K+].[K+]. (8) The reactants are: [O:1]1[CH:5]=[CH:4][N:3]=[CH:2]1.B.C1COCC1.[Li]CCCC.[CH2:17]([O:24][C:25]1[CH:26]=[C:27]2[C:32](=[CH:33][CH:34]=1)[CH2:31][CH:30]([CH:35]=[O:36])[CH2:29][CH2:28]2)[C:18]1[CH:23]=[CH:22][CH:21]=[CH:20][CH:19]=1. Given the product [CH2:17]([O:24][C:25]1[CH:26]=[C:27]2[C:32](=[CH:33][CH:34]=1)[CH2:31][CH:30]([CH:35]([C:2]1[O:1][CH:5]=[CH:4][N:3]=1)[OH:36])[CH2:29][CH2:28]2)[C:18]1[CH:19]=[CH:20][CH:21]=[CH:22][CH:23]=1, predict the reactants needed to synthesize it. (9) Given the product [Cl:1][C:2]1[CH:3]=[C:4]([NH:9][C:10]2[C:19]3[C:14](=[CH:15][N:16]=[C:17]([NH:32][C@H:29]([C:23]4[CH:28]=[CH:27][CH:26]=[CH:25][CH:24]=4)[CH2:30][CH3:31])[CH:18]=3)[N:13]=[CH:12][C:11]=2[C:21]#[N:22])[CH:5]=[CH:6][C:7]=1[F:8], predict the reactants needed to synthesize it. The reactants are: [Cl:1][C:2]1[CH:3]=[C:4]([NH:9][C:10]2[C:19]3[C:14](=[CH:15][N:16]=[C:17](F)[CH:18]=3)[N:13]=[CH:12][C:11]=2[C:21]#[N:22])[CH:5]=[CH:6][C:7]=1[F:8].[C:23]1([C@@H:29]([NH2:32])[CH2:30][CH3:31])[CH:28]=[CH:27][CH:26]=[CH:25][CH:24]=1. (10) The reactants are: [CH2:1]([O:3][C:4]([C:6]1[S:10][C:9]2[CH:11]=[CH:12][C:13]([C:15]([CH2:26][CH3:27])([C:18]3[CH:23]=[CH:22][C:21]([OH:24])=[C:20]([CH3:25])[CH:19]=3)[CH2:16][CH3:17])=[CH:14][C:8]=2[CH:7]=1)=[O:5])[CH3:2].Br[CH2:29][C:30](=[O:35])[C:31]([CH3:34])([CH3:33])[CH3:32].C([O-])([O-])=O.[K+].[K+]. Given the product [CH2:1]([O:3][C:4]([C:6]1[S:10][C:9]2[CH:11]=[CH:12][C:13]([C:15]([C:18]3[CH:23]=[CH:22][C:21]([O:24][CH2:29][C:30](=[O:35])[C:31]([CH3:34])([CH3:33])[CH3:32])=[C:20]([CH3:25])[CH:19]=3)([CH2:26][CH3:27])[CH2:16][CH3:17])=[CH:14][C:8]=2[CH:7]=1)=[O:5])[CH3:2], predict the reactants needed to synthesize it.